This data is from Full USPTO retrosynthesis dataset with 1.9M reactions from patents (1976-2016). The task is: Predict the reactants needed to synthesize the given product. Given the product [C:33]([NH:1][CH2:2][CH2:3][CH:4]1[O:10][CH2:9][CH2:8][N:7]([C:11]([O:13][C:14]([CH3:17])([CH3:16])[CH3:15])=[O:12])[CH2:6][CH:5]1[C:18]1[CH:23]=[CH:22][C:21]([Cl:24])=[C:20]([Cl:25])[CH:19]=1)(=[O:35])[CH3:34], predict the reactants needed to synthesize it. The reactants are: [NH2:1][CH2:2][CH2:3][CH:4]1[O:10][CH2:9][CH2:8][N:7]([C:11]([O:13][C:14]([CH3:17])([CH3:16])[CH3:15])=[O:12])[CH2:6][CH:5]1[C:18]1[CH:23]=[CH:22][C:21]([Cl:24])=[C:20]([Cl:25])[CH:19]=1.C(N(CC)CC)C.[C:33](Cl)(=[O:35])[CH3:34].O.